From a dataset of TCR-epitope binding with 47,182 pairs between 192 epitopes and 23,139 TCRs. Binary Classification. Given a T-cell receptor sequence (or CDR3 region) and an epitope sequence, predict whether binding occurs between them. (1) The epitope is FADDLNQLTGY. The TCR CDR3 sequence is CASSPRQGNDEQYF. Result: 0 (the TCR does not bind to the epitope). (2) The epitope is RQLLFVVEV. The TCR CDR3 sequence is CASSMRSSGELFF. Result: 0 (the TCR does not bind to the epitope). (3) The epitope is FLYNLLTRV. Result: 0 (the TCR does not bind to the epitope). The TCR CDR3 sequence is CASSEVGSSYEQYF. (4) The epitope is NLVPMVATV. The TCR CDR3 sequence is CASDTFAGELFF. Result: 1 (the TCR binds to the epitope). (5) The epitope is MLNIPSINV. The TCR CDR3 sequence is CATSDSPTEDEQFF. Result: 0 (the TCR does not bind to the epitope). (6) The TCR CDR3 sequence is CASSGRDPGIVAGANVLTF. The epitope is LLQTGIHVRVSQPSL. Result: 0 (the TCR does not bind to the epitope). (7) The epitope is LLQTGIHVRVSQPSL. The TCR CDR3 sequence is CASSDRAQPQHF. Result: 1 (the TCR binds to the epitope).